Dataset: Forward reaction prediction with 1.9M reactions from USPTO patents (1976-2016). Task: Predict the product of the given reaction. Given the reactants [C:1]([C:4]1[CH:9]=[CH:8][C:7]([NH:10][C:11]([C:13]2[N:14](COCC[Si](C)(C)C)[CH:15]=[C:16]([C:18]#[N:19])[N:17]=2)=[O:12])=[C:6]([C:28]2[CH2:33][CH2:32][CH2:31][CH2:30][CH:29]=2)[CH:5]=1)(=[O:3])[NH2:2].C(O)(C(F)(F)F)=O.C(O)CC, predict the reaction product. The product is: [C:1]([C:4]1[CH:9]=[CH:8][C:7]([NH:10][C:11]([C:13]2[NH:14][CH:15]=[C:16]([C:18]#[N:19])[N:17]=2)=[O:12])=[C:6]([C:28]2[CH2:33][CH2:32][CH2:31][CH2:30][CH:29]=2)[CH:5]=1)(=[O:3])[NH2:2].